Dataset: Full USPTO retrosynthesis dataset with 1.9M reactions from patents (1976-2016). Task: Predict the reactants needed to synthesize the given product. (1) Given the product [Br:1][C:2]1[C:3]([F:20])=[C:4]([N:8]2[CH:13]=[C:12]([O:14][CH3:15])[C:11](=[O:16])[C:10]([C:17]([N:35]([O:36][CH3:37])[CH3:34])=[O:19])=[N:9]2)[CH:5]=[CH:6][CH:7]=1, predict the reactants needed to synthesize it. The reactants are: [Br:1][C:2]1[C:3]([F:20])=[C:4]([N:8]2[CH:13]=[C:12]([O:14][CH3:15])[C:11](=[O:16])[C:10]([C:17]([OH:19])=O)=[N:9]2)[CH:5]=[CH:6][CH:7]=1.C1N=CN(C(N2C=NC=C2)=O)C=1.Cl.[CH3:34][NH:35][O:36][CH3:37].CCN(C(C)C)C(C)C. (2) The reactants are: Cl[CH2:2][O:3][C:4](=[O:45])[CH2:5][CH:6]([CH2:26][O:27][C:28](=[O:44])[C@H:29]([CH:41]([CH3:43])[CH3:42])[NH:30][C:31]([O:33][CH2:34][C:35]1[CH:40]=[CH:39][CH:38]=[CH:37][CH:36]=1)=[O:32])[CH2:7][O:8][C:9](=[O:25])[C@H:10]([CH:22]([CH3:24])[CH3:23])[NH:11][C:12]([O:14][CH2:15][C:16]1[CH:21]=[CH:20][CH:19]=[CH:18][CH:17]=1)=[O:13].[I-:46].[Na+]. Given the product [I:46][CH2:2][O:3][C:4](=[O:45])[CH2:5][CH:6]([CH2:26][O:27][C:28](=[O:44])[C@H:29]([CH:41]([CH3:43])[CH3:42])[NH:30][C:31]([O:33][CH2:34][C:35]1[CH:40]=[CH:39][CH:38]=[CH:37][CH:36]=1)=[O:32])[CH2:7][O:8][C:9](=[O:25])[C@H:10]([CH:22]([CH3:24])[CH3:23])[NH:11][C:12]([O:14][CH2:15][C:16]1[CH:21]=[CH:20][CH:19]=[CH:18][CH:17]=1)=[O:13], predict the reactants needed to synthesize it. (3) Given the product [CH3:1][C@H:2]1[CH2:3][N:4]([C:8]2[CH:13]=[CH:12][CH:11]=[CH:10][N:9]=2)[CH2:5][CH2:6][N:7]1[C:15]1[C:16](=[O:29])[NH:17][C:18]2[C:23]([N:24]=1)=[CH:22][C:21]([C:25]([O:27][CH3:28])=[O:26])=[CH:20][CH:19]=2, predict the reactants needed to synthesize it. The reactants are: [CH3:1][C@@H:2]1[NH:7][CH2:6][CH2:5][N:4]([C:8]2[CH:13]=[CH:12][CH:11]=[CH:10][N:9]=2)[CH2:3]1.Cl[C:15]1[C:16](=[O:29])[NH:17][C:18]2[C:23]([N:24]=1)=[CH:22][C:21]([C:25]([O:27][CH3:28])=[O:26])=[CH:20][CH:19]=2. (4) Given the product [N:60]1([C:20](=[O:21])/[CH:19]=[CH:18]/[C@@H:17]([NH:16][C:14]([C@@H:9]2[CH2:10][CH2:11][CH2:12][CH2:13][N:8]2[C:6]([O:5][C:2]([CH3:3])([CH3:1])[CH3:4])=[O:7])=[O:15])[CH2:23][CH:24]([CH3:25])[CH3:26])[C:68]2[C:63](=[CH:64][CH:65]=[CH:66][CH:67]=2)[CH2:62][CH2:61]1, predict the reactants needed to synthesize it. The reactants are: [CH3:1][C:2]([O:5][C:6]([N:8]1[CH2:13][CH2:12][CH2:11][CH2:10][C@H:9]1[C:14]([NH:16][C@@H:17]([CH2:23][CH:24]([CH3:26])[CH3:25])/[CH:18]=[CH:19]/[C:20](O)=[O:21])=[O:15])=[O:7])([CH3:4])[CH3:3].CN(C(ON1N=NC2C=CC=NC1=2)=[N+](C)C)C.F[P-](F)(F)(F)(F)F.CCN(C(C)C)C(C)C.[NH:60]1[C:68]2[C:63](=[CH:64][CH:65]=[CH:66][CH:67]=2)[CH2:62][CH2:61]1. (5) Given the product [F:22][C:23]1[CH:24]=[CH:25][C:26]([C:27]2[O:28][C:31]([C:32]3[CH:33]=[CH:34][C:35]([C@@H:38]4[O:43][CH2:42][CH2:41][N:40]([C:44]([O:46][C:47]([CH3:48])([CH3:49])[CH3:50])=[O:45])[CH2:39]4)=[CH:36][CH:37]=3)=[N:30][N:29]=2)=[CH:51][CH:52]=1, predict the reactants needed to synthesize it. The reactants are: FC(F)(F)C(OI(C1C=CC=CC=1)OC(=O)C(F)(F)F)=O.[F:22][C:23]1[CH:52]=[CH:51][C:26]([C:27]([NH:29][N:30]=[CH:31][C:32]2[CH:37]=[CH:36][C:35]([C@@H:38]3[O:43][CH2:42][CH2:41][N:40]([C:44]([O:46][C:47]([CH3:50])([CH3:49])[CH3:48])=[O:45])[CH2:39]3)=[CH:34][CH:33]=2)=[O:28])=[CH:25][CH:24]=1.